From a dataset of NCI-60 drug combinations with 297,098 pairs across 59 cell lines. Regression. Given two drug SMILES strings and cell line genomic features, predict the synergy score measuring deviation from expected non-interaction effect. Cell line: OVCAR-5. Synergy scores: CSS=19.8, Synergy_ZIP=-6.88, Synergy_Bliss=-2.26, Synergy_Loewe=-3.45, Synergy_HSA=-3.33. Drug 1: COC1=CC(=CC(=C1O)OC)C2C3C(COC3=O)C(C4=CC5=C(C=C24)OCO5)OC6C(C(C7C(O6)COC(O7)C8=CC=CS8)O)O. Drug 2: CC1CCCC2(C(O2)CC(NC(=O)CC(C(C(=O)C(C1O)C)(C)C)O)C(=CC3=CSC(=N3)C)C)C.